Predict which catalyst facilitates the given reaction. From a dataset of Catalyst prediction with 721,799 reactions and 888 catalyst types from USPTO. (1) Reactant: C(OC([N:8]1[C:16]2[C:11](=[CH:12][C:13]([F:17])=[CH:14][CH:15]=2)[CH:10]=[C:9]1[C:18]1[N:23]=[C:22]([NH:24][C:25]2[CH:33]=[CH:32][C:28]([C:29](O)=[O:30])=[CH:27][C:26]=2[O:34][CH3:35])[CH:21]=[N:20][CH:19]=1)=O)(C)(C)C.[CH3:36][C@H:37]1[CH2:42][NH:41][CH2:40][CH2:39][NH:38]1.CN(C(ON1N=NC2C=CC=CC1=2)=[N+](C)C)C.[B-](F)(F)(F)F. Product: [F:17][C:13]1[CH:12]=[C:11]2[C:16](=[CH:15][CH:14]=1)[NH:8][C:9]([C:18]1[N:23]=[C:22]([NH:24][C:25]3[CH:33]=[CH:32][C:28]([C:29]([N:41]4[CH2:40][CH2:39][NH:38][C@@H:37]([CH3:36])[CH2:42]4)=[O:30])=[CH:27][C:26]=3[O:34][CH3:35])[CH:21]=[N:20][CH:19]=1)=[CH:10]2. The catalyst class is: 3. (2) Reactant: [CH3:1][S:2]([CH2:5][CH2:6][CH2:7][O:8][C:9]1[C:10]([CH3:25])=[C:11]2[N:16]([CH:17]=1)[N:15]=[CH:14][N:13]=[C:12]2[O:18]C1C=CC=CC=1)(=[O:4])=[O:3].Cl. Product: [CH3:1][S:2]([CH2:5][CH2:6][CH2:7][O:8][C:9]1[C:10]([CH3:25])=[C:11]2[N:16]([CH:17]=1)[N:15]=[CH:14][N:13]=[C:12]2[OH:18])(=[O:4])=[O:3]. The catalyst class is: 8.